This data is from Reaction yield outcomes from USPTO patents with 853,638 reactions. The task is: Predict the reaction yield, written as a fraction of the theoretical maximum amount of product (1.0 means a 100% yield; for example, 0.34 means a 34% yield). (1) The reactants are [N:1]12[CH2:8][CH2:7][C:4]([C:9]([C:17]3[CH:22]=[CH:21][CH:20]=[CH:19][CH:18]=3)([C:11]3[CH:16]=[CH:15][CH:14]=[CH:13][CH:12]=3)[OH:10])([CH2:5][CH2:6]1)[CH2:3][CH2:2]2.[Br:23][CH2:24][CH:25]=[CH2:26]. The catalyst is CC#N. The product is [Br-:23].[OH:10][C:9]([C:17]1[CH:22]=[CH:21][CH:20]=[CH:19][CH:18]=1)([C:11]1[CH:12]=[CH:13][CH:14]=[CH:15][CH:16]=1)[C:4]12[CH2:5][CH2:6][N+:1]([CH2:26][CH:25]=[CH2:24])([CH2:2][CH2:3]1)[CH2:8][CH2:7]2. The yield is 0.798. (2) The product is [C:24]1([CH:30]2[CH2:31][CH2:32][N:33]([C:14]([C:11]3[O:10][C:9]([NH:8][C:6](=[O:7])[O:5][C:1]([CH3:2])([CH3:3])[CH3:4])=[N:13][CH:12]=3)=[O:16])[CH2:34][CH2:35]2)[CH:29]=[CH:28][CH:27]=[CH:26][CH:25]=1. The yield is 0.820. The reactants are [C:1]([O:5][C:6]([NH:8][C:9]1[O:10][C:11]([C:14]([OH:16])=O)=[CH:12][N:13]=1)=[O:7])([CH3:4])([CH3:3])[CH3:2].CCN(CC)CC.[C:24]1([CH:30]2[CH2:35][CH2:34][NH:33][CH2:32][CH2:31]2)[CH:29]=[CH:28][CH:27]=[CH:26][CH:25]=1.C(P1(=O)OP(CCC)(=O)OP(CCC)(=O)O1)CC. The catalyst is C(Cl)Cl. (3) The reactants are [OH:1][C:2]1[CH:9]=[C:8]([OH:10])[C:7]([CH:11]([CH3:13])[CH3:12])=[CH:6][C:3]=1[CH:4]=[O:5].[C:14]([O-:17])([O-])=O.[K+].[K+].Cl[CH2:21][C:22]1[CH:27]=[CH:26][C:25]([O:28][CH3:29])=[CH:24][CH:23]=1.O. The catalyst is CN(C=O)C. The product is [CH:11]([C:7]1[C:8]([O:10][CH2:4][C:3]2[CH:6]=[CH:7][C:8]([O:17][CH3:14])=[CH:9][CH:2]=2)=[CH:9][C:2]([O:1][CH2:21][C:22]2[CH:27]=[CH:26][C:25]([O:28][CH3:29])=[CH:24][CH:23]=2)=[C:3]([CH:6]=1)[CH:4]=[O:5])([CH3:13])[CH3:12]. The yield is 0.770. (4) The reactants are Cl[C:2]1[N:7]=[CH:6][N:5]=[C:4]([NH:8][C:9]2[CH:14]=[CH:13][CH:12]=[C:11]([NH2:15])[N:10]=2)[CH:3]=1.C([O-])([O-])=O.[K+].[K+].[NH2:22][C:23]1[CH:28]=[CH:27][CH:26]=[CH:25][CH:24]=1. The catalyst is CN(C=O)C. The product is [NH2:15][C:11]1[N:10]=[C:9]([NH:8][C:4]2[CH:3]=[C:2]([NH:22][C:23]3[CH:28]=[CH:27][CH:26]=[CH:25][CH:24]=3)[N:7]=[CH:6][N:5]=2)[CH:14]=[CH:13][CH:12]=1. The yield is 0.600. (5) The reactants are [O:1]=[C:2]([C:9]1[CH:14]=[C:13]([F:15])[C:12]([F:16])=[C:11]([F:17])[C:10]=1[F:18])[CH2:3][C:4]([O:6][CH2:7][CH3:8])=[O:5].[CH3:19]C(OC(C)=O)=O.C(OCC)(OCC)OCC.[NH2:36][C:37]1([CH2:41][CH:42]([OH:44])[CH3:43])[CH2:40][CH2:39][CH2:38]1. The catalyst is C1(C)C=CC=CC=1. The product is [OH:44][CH:42]([CH3:43])[CH2:41][C:37]1([NH:36][CH:19]=[C:3]([C:2](=[O:1])[C:9]2[CH:14]=[C:13]([F:15])[C:12]([F:16])=[C:11]([F:17])[C:10]=2[F:18])[C:4]([O:6][CH2:7][CH3:8])=[O:5])[CH2:40][CH2:39][CH2:38]1. The yield is 0.830. (6) The reactants are CC1(C)[O:6][CH:5]([CH2:7][O:8][NH:9][C:10]([C:12]2[C:20]([NH:21][C:22]3[CH:27]=[CH:26][C:25]([I:28])=[CH:24][C:23]=3[F:29])=[C:19]([F:30])[C:15]3[N:16]=[CH:17][O:18][C:14]=3[CH:13]=2)=[O:11])[CH2:4][O:3]1.FC(F)(F)C(O)=O. The catalyst is C(Cl)Cl. The product is [OH:6][CH:5]([CH2:4][OH:3])[CH2:7][O:8][NH:9][C:10]([C:12]1[C:20]([NH:21][C:22]2[CH:27]=[CH:26][C:25]([I:28])=[CH:24][C:23]=2[F:29])=[C:19]([F:30])[C:15]2[N:16]=[CH:17][O:18][C:14]=2[CH:13]=1)=[O:11]. The yield is 0.480. (7) The reactants are [NH2:1][C:2]1[N:6]([CH3:7])[C:5]2[CH:8]=[C:9]([O:12][C:13]3[CH:14]=[C:15]([NH:19][C:20](=[O:26])[O:21][C:22]([CH3:25])([CH3:24])[CH3:23])[CH:16]=[CH:17][CH:18]=3)[CH:10]=[CH:11][C:4]=2[N:3]=1.[CH:27]1([C:30](Cl)=[O:31])[CH2:29][CH2:28]1. The catalyst is CN(C)C1C=CN=CC=1.N1C=CC=CC=1. The product is [CH:27]1([C:30]([NH:1][C:2]2[N:6]([CH3:7])[C:5]3[CH:8]=[C:9]([O:12][C:13]4[CH:14]=[C:15]([NH:19][C:20](=[O:26])[O:21][C:22]([CH3:23])([CH3:25])[CH3:24])[CH:16]=[CH:17][CH:18]=4)[CH:10]=[CH:11][C:4]=3[N:3]=2)=[O:31])[CH2:29][CH2:28]1. The yield is 0.650. (8) The catalyst is C(O)C.O1CCCC1. The yield is 0.770. The product is [C:21]([C:19]1[CH:18]=[CH:17][C:16]([CH3:25])=[C:15]([C:14]#[C:13][C:10]2[CH:11]=[CH:12][C:7]([CH:6]=[CH:5][C:4]([OH:26])=[O:3])=[CH:8][CH:9]=2)[CH:20]=1)([CH3:24])([CH3:23])[CH3:22]. The reactants are C([O:3][C:4](=[O:26])[CH:5]=[CH:6][C:7]1[CH:12]=[CH:11][C:10]([C:13]#[C:14][C:15]2[CH:20]=[C:19]([C:21]([CH3:24])([CH3:23])[CH3:22])[CH:18]=[CH:17][C:16]=2[CH3:25])=[CH:9][CH:8]=1)C.[OH-].[K+].